The task is: Predict the reactants needed to synthesize the given product.. This data is from Full USPTO retrosynthesis dataset with 1.9M reactions from patents (1976-2016). (1) Given the product [Cl:1][C:2]1[CH:8]=[CH:7][C:5]([NH:6][C:10]2[N:15]3[N:16]=[C:17]([C:19]([F:20])([F:22])[F:21])[N:18]=[C:14]3[N:13]=[C:12]([CH3:23])[CH:11]=2)=[CH:4][CH:3]=1, predict the reactants needed to synthesize it. The reactants are: [Cl:1][C:2]1[CH:8]=[CH:7][C:5]([NH2:6])=[CH:4][CH:3]=1.Cl[C:10]1[N:15]2[N:16]=[C:17]([C:19]([F:22])([F:21])[F:20])[N:18]=[C:14]2[N:13]=[C:12]([CH3:23])[CH:11]=1. (2) Given the product [ClH:33].[ClH:33].[NH:16]1[CH2:17][CH2:18][CH:13]([N:3]2[CH2:4][CH2:5][C:6]3[N:12]=[CH:11][CH:10]=[CH:9][C:7]=3[NH:8][C:2]2=[O:1])[CH2:14][CH2:15]1, predict the reactants needed to synthesize it. The reactants are: [O:1]=[C:2]1[NH:8][C:7]2[CH:9]=[CH:10][CH:11]=[N:12][C:6]=2[CH2:5][CH2:4][N:3]1[CH:13]1[CH2:18][CH2:17][N:16](C(OC(C)(C)C)=O)[CH2:15][CH2:14]1.FC(F)(F)C(O)=O.[ClH:33].C(OCC)C. (3) Given the product [Cl:8][C:6]1[N:5]=[N:4][C:3]([C:9]([O:11][CH2:12][CH3:13])=[O:10])=[C:2]([NH:25][C:19]2[CH:18]=[CH:17][C:16]([O:15][CH3:14])=[C:21]([CH2:22][CH2:23][CH3:24])[N:20]=2)[CH:7]=1, predict the reactants needed to synthesize it. The reactants are: Cl[C:2]1[CH:7]=[C:6]([Cl:8])[N:5]=[N:4][C:3]=1[C:9]([O:11][CH2:12][CH3:13])=[O:10].[CH3:14][O:15][C:16]1[CH:17]=[CH:18][C:19]([NH2:25])=[N:20][C:21]=1[CH2:22][CH2:23][CH3:24].